This data is from Forward reaction prediction with 1.9M reactions from USPTO patents (1976-2016). The task is: Predict the product of the given reaction. (1) The product is: [NH2:29][C:26]([CH3:28])([CH3:27])[C@H:21]([NH:20][C:18](=[O:19])[C:17]1[CH:37]=[CH:38][C:14]([C:13]#[C:12]/[CH:11]=[CH:10]/[CH:9]([OH:8])[CH2:39][OH:40])=[CH:15][CH:16]=1)[C:22]([O:24][CH3:25])=[O:23]. Given the reactants [Si]([O:8][CH:9]([CH2:39][O:40][Si](C(C)(C)C)(C)C)/[CH:10]=[CH:11]/[C:12]#[C:13][C:14]1[CH:38]=[CH:37][C:17]([C:18]([NH:20][C@@H:21]([C:26]([NH:29]C(OC(C)(C)C)=O)([CH3:28])[CH3:27])[C:22]([O:24][CH3:25])=[O:23])=[O:19])=[CH:16][CH:15]=1)(C(C)(C)C)(C)C.Cl.C([O-])(O)=O.[Na+], predict the reaction product. (2) Given the reactants [O:1]1[C:5]2[CH:6]=[CH:7][CH:8]=[CH:9][C:4]=2[CH:3]=[C:2]1[C:10]1[N:14]2[N:15]=[C:16](Cl)[CH:17]=[CH:18][C:13]2=[N:12][CH:11]=1.Cl.[NH2:21][C@@H:22]1[CH2:27][CH2:26][CH2:25][CH2:24][C@H:23]1[OH:28].C(N(C(C)C)C(C)C)C, predict the reaction product. The product is: [O:1]1[C:5]2[CH:6]=[CH:7][CH:8]=[CH:9][C:4]=2[CH:3]=[C:2]1[C:10]1[N:14]2[N:15]=[C:16]([NH:21][C@@H:22]3[CH2:27][CH2:26][CH2:25][CH2:24][C@H:23]3[OH:28])[CH:17]=[CH:18][C:13]2=[N:12][CH:11]=1.